Task: Predict which catalyst facilitates the given reaction.. Dataset: Catalyst prediction with 721,799 reactions and 888 catalyst types from USPTO (1) Reactant: [C:1]([O:5][C:6](=[O:23])[NH:7][C@@H:8]([C@H:16]1[CH2:21][CH2:20][C@H:19](O)[CH2:18][CH2:17]1)[C:9](=[O:15])[N:10]1[CH2:14][CH2:13][CH2:12][CH2:11]1)([CH3:4])([CH3:3])[CH3:2].C1(P(C2C=CC=CC=2)C2C=CC=CC=2)C=CC=CC=1.N(C(OCC)=O)=NC(OCC)=O.C1(P([N:69]=[N+:70]=[N-:71])(C2C=CC=CC=2)=O)C=CC=CC=1. Product: [C:1]([O:5][C:6](=[O:23])[NH:7][C@@H:8]([C@H:16]1[CH2:21][CH2:20][C@@H:19]([N:69]=[N+:70]=[N-:71])[CH2:18][CH2:17]1)[C:9](=[O:15])[N:10]1[CH2:14][CH2:13][CH2:12][CH2:11]1)([CH3:4])([CH3:3])[CH3:2]. The catalyst class is: 1. (2) The catalyst class is: 1. Product: [CH2:10]([CH:4]1[CH2:5][CH2:6][CH2:7][S:1]1(=[O:3])=[O:2])[C:9]#[CH:8]. Reactant: [S:1]1([CH2:7][CH2:6][CH2:5][CH2:4]1)(=[O:3])=[O:2].[CH2:8]([Li])[CH2:9][CH2:10]C.C(Br)C#C. (3) Reactant: Cl[C:2]1[C:7]([C:8]#[N:9])=[C:6]([NH:10][CH2:11][CH:12]2[CH2:14][CH2:13]2)[N:5]=[C:4]([NH:15][CH2:16][CH2:17][OH:18])[N:3]=1.Cl.[F:20][C:21]1[CH:26]=[CH:25][C:24]([C:27]2[CH2:28][CH2:29][NH:30][CH2:31][CH:32]=2)=[CH:23][CH:22]=1.C(N(C(C)C)C(C)C)C. Product: [CH:12]1([CH2:11][NH:10][C:6]2[C:7]([C:8]#[N:9])=[C:2]([N:30]3[CH2:29][CH:28]=[C:27]([C:24]4[CH:25]=[CH:26][C:21]([F:20])=[CH:22][CH:23]=4)[CH2:32][CH2:31]3)[N:3]=[C:4]([NH:15][CH2:16][CH2:17][OH:18])[N:5]=2)[CH2:14][CH2:13]1. The catalyst class is: 12. (4) Reactant: [NH2:1][C:2]1[CH:22]=[CH:21][C:5]([CH2:6][N:7]2[C:11]3=[N:12][C:13]([C:16]([O:18][CH3:19])=[O:17])=[CH:14][CH:15]=[C:10]3[N:9]=[C:8]2[CH3:20])=[C:4]([Cl:23])[CH:3]=1.[CH:24](=O)[C:25]1[CH:30]=[CH:29][CH:28]=[CH:27][CH:26]=1.C([BH3-])#N.[Na+].C(=O)([O-])O.[Na+]. Product: [CH2:24]([NH:1][C:2]1[CH:22]=[CH:21][C:5]([CH2:6][N:7]2[C:11]3=[N:12][C:13]([C:16]([O:18][CH3:19])=[O:17])=[CH:14][CH:15]=[C:10]3[N:9]=[C:8]2[CH3:20])=[C:4]([Cl:23])[CH:3]=1)[C:25]1[CH:30]=[CH:29][CH:28]=[CH:27][CH:26]=1. The catalyst class is: 466. (5) Reactant: [CH3:1][O:2][C:3]1[C:4]2[NH:21][N:20]=[CH:19][C:5]=2[N:6]=[C:7]([N:9]2[CH:13]=[C:12]([C:14]([O:16][CH2:17][CH3:18])=[O:15])[CH:11]=[N:10]2)[N:8]=1.[Si:22]([O:29][C@@H:30]1[CH2:35][CH2:34][C@H:33]([CH2:36]O)[CH2:32][CH2:31]1)([C:25]([CH3:28])([CH3:27])[CH3:26])([CH3:24])[CH3:23].C1(P(C2C=CC=CC=2)C2C=CC=CC=2)C=CC=CC=1.N(C(OC(C)C)=O)=NC(OC(C)C)=O. Product: [Si:22]([O:29][C@@H:30]1[CH2:31][CH2:32][C@H:33]([CH2:36][N:21]2[C:4]3[C:3]([O:2][CH3:1])=[N:8][C:7]([N:9]4[CH:13]=[C:12]([C:14]([O:16][CH2:17][CH3:18])=[O:15])[CH:11]=[N:10]4)=[N:6][C:5]=3[CH:19]=[N:20]2)[CH2:34][CH2:35]1)([C:25]([CH3:28])([CH3:27])[CH3:26])([CH3:24])[CH3:23]. The catalyst class is: 7.